From a dataset of Forward reaction prediction with 1.9M reactions from USPTO patents (1976-2016). Predict the product of the given reaction. (1) The product is: [F:1][C:2]1[CH:7]=[CH:6][CH:5]=[CH:4][C:3]=1[CH2:8][O:9][C:10]1[CH:15]=[CH:14][C:13]([C@@H:16]2[N:20]([C:21]([O:23][C:24]([CH3:25])([CH3:26])[CH3:27])=[O:22])[C@:19]([CH2:32][O:33][CH3:36])([C:28]([O:30][CH3:31])=[O:29])[CH2:18][CH2:17]2)=[CH:12][C:11]=1[O:34][CH3:35]. Given the reactants [F:1][C:2]1[CH:7]=[CH:6][CH:5]=[CH:4][C:3]=1[CH2:8][O:9][C:10]1[CH:15]=[CH:14][C:13]([C@@H:16]2[N:20]([C:21]([O:23][C:24]([CH3:27])([CH3:26])[CH3:25])=[O:22])[C@:19]([CH2:32][OH:33])([C:28]([O:30][CH3:31])=[O:29])[CH2:18][CH2:17]2)=[CH:12][C:11]=1[O:34][CH3:35].[CH3:36]I.[H-].[Na+], predict the reaction product. (2) Given the reactants C([O:5][C:6]([C:8]1[CH:40]=[CH:39][C:11]([CH2:12][C:13]2[CH:38]=[CH:37][CH:36]=[CH:35][C:14]=2[O:15][CH2:16][CH2:17][N:18]2[CH2:23][CH2:22][CH:21]([N:24]3[C:28]4[CH:29]=[CH:30][CH:31]=[CH:32][C:27]=4[N:26]=[C:25]3[CH2:33][OH:34])[CH2:20][CH2:19]2)=[CH:10][CH:9]=1)=[O:7])C(C)C.[OH-].[Na+].Cl, predict the reaction product. The product is: [C:6]([C:8]1[CH:9]=[CH:10][C:11]([CH2:12][C:13]2[CH:38]=[CH:37][CH:36]=[CH:35][C:14]=2[O:15][CH2:16][CH2:17][N:18]2[CH2:23][CH2:22][CH:21]([N:24]3[C:28]4[CH:29]=[CH:30][CH:31]=[CH:32][C:27]=4[N:26]=[C:25]3[CH2:33][OH:34])[CH2:20][CH2:19]2)=[CH:39][CH:40]=1)([OH:7])=[O:5]. (3) Given the reactants [N+:1]([C:4]1[CH:9]=[CH:8][C:7]([SH:10])=[CH:6][CH:5]=1)([O-:3])=[O:2].[F:11][C:12]1[CH:13]=[C:14]([CH:17]=[CH:18][CH:19]=1)[CH2:15]Br, predict the reaction product. The product is: [F:11][C:12]1[CH:19]=[CH:18][CH:17]=[C:14]([CH2:15][S:10][C:7]2[CH:8]=[CH:9][C:4]([N+:1]([O-:3])=[O:2])=[CH:5][CH:6]=2)[CH:13]=1. (4) Given the reactants FC1C=CC(C[N:7]2C(=O)N(C3SC(C(O)=O)=C(C)N=3)C=N2)=CC=1.[F:24][C:25]1[CH:26]=[C:27]([CH:44]=[CH:45][C:46]=1[O:47][CH3:48])[CH2:28][N:29]1[CH2:33][CH2:32][N:31]([C:34]2[S:35][C:36]([C:40]([OH:42])=O)=[C:37]([CH3:39])[N:38]=2)[C:30]1=[O:43], predict the reaction product. The product is: [F:24][C:25]1[CH:26]=[C:27]([CH:44]=[CH:45][C:46]=1[O:47][CH3:48])[CH2:28][N:29]1[CH2:33][CH2:32][N:31]([C:34]2[S:35][C:36]([C:40]([NH2:7])=[O:42])=[C:37]([CH3:39])[N:38]=2)[C:30]1=[O:43]. (5) Given the reactants [Cl:1][C:2]1[C:10]([CH2:11][CH3:12])=[CH:9][CH:8]=[C:7]([NH:13][S:14]([C:17]2[CH:22]=[CH:21][CH:20]=[CH:19][C:18]=2F)(=[O:16])=[O:15])[C:3]=1[C:4]([OH:6])=[O:5].[CH3:24][N:25]([CH2:27][CH2:28][CH2:29][CH2:30][NH2:31])[CH3:26].C(N(CC)CC)C, predict the reaction product. The product is: [Cl:1][C:2]1[C:10]([CH2:11][CH3:12])=[CH:9][CH:8]=[C:7]([NH:13][S:14]([C:17]2[CH:22]=[CH:21][CH:20]=[CH:19][C:18]=2[NH:31][CH2:30][CH2:29][CH2:28][CH2:27][N:25]([CH3:26])[CH3:24])(=[O:16])=[O:15])[C:3]=1[C:4]([OH:6])=[O:5]. (6) Given the reactants CO.[Cl:3][C:4]1[C:19]([O:20][CH2:21][C:22]2[C:23]([CH3:34])=[C:24]([C:28]3[CH:33]=[CH:32][CH:31]=[CH:30][CH:29]=3)[CH:25]=[CH:26][CH:27]=2)=[CH:18][CH:17]=[C:16]([CH:35]=O)[C:5]=1[O:6][CH2:7][C:8]1[CH:9]=[C:10]([CH:13]=[CH:14][CH:15]=1)[C:11]#[N:12].[NH2:37][C@@H:38]([C:41]([OH:43])=[O:42])[CH2:39][OH:40].C([BH3-])#N.[Na+], predict the reaction product. The product is: [Cl:3][C:4]1[C:5]([O:6][CH2:7][C:8]2[CH:15]=[CH:14][CH:13]=[C:10]([C:11]#[N:12])[CH:9]=2)=[C:16]([CH:17]=[CH:18][C:19]=1[O:20][CH2:21][C:22]1[C:23]([CH3:34])=[C:24]([C:28]2[CH:33]=[CH:32][CH:31]=[CH:30][CH:29]=2)[CH:25]=[CH:26][CH:27]=1)[CH2:35][NH:37][C@H:38]([CH2:39][OH:40])[C:41]([OH:43])=[O:42]. (7) Given the reactants CC(C)([O-])C.[K+].[CH3:7][O:8][C:9](=[O:25])[C:10]([O:23][CH3:24])=[CH:11][C:12]1[CH:17]=[CH:16][C:15]([OH:18])=[C:14]([C:19]([F:22])(F)F)[CH:13]=1.Br[CH2:27][CH2:28][CH2:29][O:30][C:31]1[CH:36]=[CH:35][C:34]([C:37]2[CH:42]=[CH:41][CH:40]=[CH:39][CH:38]=2)=[CH:33][CH:32]=1, predict the reaction product. The product is: [CH3:7][O:8][C:9](=[O:25])[C:10]([O:23][CH3:24])=[CH:11][C:12]1[CH:17]=[CH:16][C:15]([O:18][CH2:27][CH2:28][CH2:29][O:30][C:31]2[CH:36]=[CH:35][C:34]([C:37]3[CH:42]=[CH:41][CH:40]=[CH:39][CH:38]=3)=[CH:33][CH:32]=2)=[C:14]([CH2:19][F:22])[CH:13]=1. (8) Given the reactants C(N([CH:7]([CH3:9])[CH3:8])CC)(C)C.[C@@H:10]1([NH2:17])[CH2:15][CH2:14][CH2:13][CH2:12][C@@H:11]1[NH2:16].[CH3:18]N1CCCC1=O.[CH2:25]([NH:32][C:33]1[N:42]=[C:41](Cl)[CH:40]=[CH:39][C:34]=1[C:35]([O:37][CH3:38])=[O:36])[C:26]1[CH:31]=[CH:30][CH:29]=[CH:28][CH:27]=1.[C:44]([O:47]CC)(=[O:46])C, predict the reaction product. The product is: [CH2:25]([NH:32][C:33]1[N:42]=[C:41]([NH:16][C@@H:11]2[CH2:12][CH2:13][CH2:14][CH2:15][C@@H:10]2[NH:17][C:44]([O:47][C:7]([CH3:9])([CH3:18])[CH3:8])=[O:46])[CH:40]=[CH:39][C:34]=1[C:35]([O:37][CH3:38])=[O:36])[C:26]1[CH:31]=[CH:30][CH:29]=[CH:28][CH:27]=1.